Dataset: Catalyst prediction with 721,799 reactions and 888 catalyst types from USPTO. Task: Predict which catalyst facilitates the given reaction. (1) Reactant: C([O:5][NH:6][C:7](=[O:34])[CH:8]([NH:19][S:20]([C:23]1[CH:28]=[CH:27][C:26]([O:29][CH2:30][C:31]#[C:32][CH3:33])=[CH:25][CH:24]=1)(=[O:22])=[O:21])[C:9]1[CH:14]=[CH:13][C:12]([O:15][CH2:16][C:17]#[CH:18])=[CH:11][CH:10]=1)(C)(C)C. Product: [CH2:30]([O:29][C:26]1[CH:25]=[CH:24][C:23]([S:20]([NH:19][CH:8]([C:9]2[CH:14]=[CH:13][C:12]([O:15][CH2:16][C:17]#[CH:18])=[CH:11][CH:10]=2)[C:7]([NH:6][OH:5])=[O:34])(=[O:22])=[O:21])=[CH:28][CH:27]=1)[C:31]#[C:32][CH3:33]. The catalyst class is: 67. (2) Reactant: [C:1](=[S:9])([NH2:8])[C:2]1[CH:7]=[CH:6][CH:5]=[CH:4][CH:3]=1.Br[CH2:11][C:12](=O)[C:13]([O:15][CH3:16])=[O:14]. Product: [C:2]1([C:1]2[S:9][CH:11]=[C:12]([C:13]([O:15][CH3:16])=[O:14])[N:8]=2)[CH:7]=[CH:6][CH:5]=[CH:4][CH:3]=1. The catalyst class is: 1. (3) Reactant: [N:1]1[CH:6]=[CH:5][CH:4]=[CH:3][C:2]=1[CH2:7][OH:8].[OH-].[K+].[Cl:11][C:12]1[CH:13]=[C:14]([N+:19]([O-:21])=[O:20])[CH:15]=[CH:16][C:17]=1F. Product: [Cl:11][C:12]1[CH:13]=[C:14]([N+:19]([O-:21])=[O:20])[CH:15]=[CH:16][C:17]=1[O:8][CH2:7][C:2]1[CH:3]=[CH:4][CH:5]=[CH:6][N:1]=1. The catalyst class is: 10. (4) Reactant: [F:1][C:2]1[C:7]([F:8])=[CH:6][CH:5]=[CH:4][C:3]=1[C@@H:9]1[CH2:19][CH2:18][C@@H:17]([O:20][Si:21]([CH:28]([CH3:30])[CH3:29])([CH:25]([CH3:27])[CH3:26])[CH:22]([CH3:24])[CH3:23])[C:12]2=[N:13][CH:14]=[CH:15][CH:16]=[C:11]2[C@H:10]1[OH:31].[C:32](OC(=O)C)(=[O:34])[CH3:33].C(N(CC)CC)C. Product: [C:32]([O:31][C@@H:10]1[C:11]2[C:12](=[N:13][CH:14]=[CH:15][CH:16]=2)[C@H:17]([O:20][Si:21]([CH:25]([CH3:27])[CH3:26])([CH:28]([CH3:30])[CH3:29])[CH:22]([CH3:23])[CH3:24])[CH2:18][CH2:19][C@H:9]1[C:3]1[CH:4]=[CH:5][CH:6]=[C:7]([F:8])[C:2]=1[F:1])(=[O:34])[CH3:33]. The catalyst class is: 64. (5) Reactant: [Cl:1][C:2]1[N:7]=[CH:6][C:5]([C:8]([N:10]2[CH2:15][CH2:14][N:13]([S:16]([C:19]3[CH:24]=[CH:23][C:22]([C:25]([F:28])([F:27])[F:26])=[CH:21][CH:20]=3)(=[O:18])=[O:17])[CH2:12][C@@H:11]2[CH3:29])=[O:9])=[CH:4][CH:3]=1.[NH:30]1[CH2:35][CH2:34][O:33][CH2:32][CH2:31]1. Product: [ClH:1].[CH3:29][C@H:11]1[CH2:12][N:13]([S:16]([C:19]2[CH:24]=[CH:23][C:22]([C:25]([F:28])([F:27])[F:26])=[CH:21][CH:20]=2)(=[O:18])=[O:17])[CH2:14][CH2:15][N:10]1[C:8]([C:5]1[CH:4]=[CH:3][C:2]([N:30]2[CH2:35][CH2:34][O:33][CH2:32][CH2:31]2)=[N:7][CH:6]=1)=[O:9]. The catalyst class is: 32. (6) Reactant: [CH2:1]([Si:4]([CH2:18][CH:19]=[CH2:20])([CH2:15][CH:16]=[CH2:17])[CH2:5][CH2:6][CH2:7][C:8]1[CH:13]=[CH:12][C:11](Br)=[CH:10][CH:9]=1)[CH:2]=[CH2:3].C([Mg]Cl)(C)C.[Li]CCCC.CN(C)[CH:33]=[O:34].[Cl-].[NH4+]. Product: [CH2:1]([Si:4]([CH2:18][CH:19]=[CH2:20])([CH2:15][CH:16]=[CH2:17])[CH2:5][CH2:6][CH2:7][C:8]1[CH:13]=[CH:12][C:11]([CH:33]=[O:34])=[CH:10][CH:9]=1)[CH:2]=[CH2:3]. The catalyst class is: 469. (7) Reactant: C1(P(C2C=CC=CC=2)C2C=CC=CC=2)C=CC=CC=1.[Br:20][C:21]1[N:26]=[C:25]([C@@:27](O)([CH3:42])[CH2:28][NH:29][S:30]([C:33]2[CH:38]=[CH:37][C:36]([N+:39]([O-:41])=[O:40])=[CH:35][CH:34]=2)(=[O:32])=[O:31])[C:24]([F:44])=[C:23]([Si:45]([CH2:50][CH3:51])([CH2:48][CH3:49])[CH2:46][CH3:47])[CH:22]=1.N(C(OCC)=O)=NC(OCC)=O.C1(C)C=CC=CC=1. Product: [Br:20][C:21]1[N:26]=[C:25]([C:27]2([CH3:42])[CH2:28][N@@:29]2[S:30]([C:33]2[CH:38]=[CH:37][C:36]([N+:39]([O-:41])=[O:40])=[CH:35][CH:34]=2)(=[O:32])=[O:31])[C:24]([F:44])=[C:23]([Si:45]([CH2:50][CH3:51])([CH2:48][CH3:49])[CH2:46][CH3:47])[CH:22]=1. The catalyst class is: 1. (8) Reactant: [I:1][C:2]1[C:3]2[S:9][C:8]([C:10]([OH:12])=O)=[CH:7][C:4]=2[NH:5][N:6]=1.C(N=C=NCCCN(C)C)C.O[N:25]1[C:29]2[CH:30]=[CH:31][CH:32]=[CH:33][C:28]=2[N:27]=N1.C(N(C(C)C)CC)(C)C.NCC1C=CC=CN=1. Product: [N:27]1[CH:28]=[CH:33][CH:32]=[CH:31][C:30]=1[CH2:29][NH:25][C:10]([C:8]1[S:9][C:3]2[C:2]([I:1])=[N:6][NH:5][C:4]=2[CH:7]=1)=[O:12]. The catalyst class is: 42.